The task is: Predict the product of the given reaction.. This data is from Forward reaction prediction with 1.9M reactions from USPTO patents (1976-2016). (1) Given the reactants Cl.[C:2]([C:4]1[CH:17]=[CH:16][C:7]([CH2:8][N:9]2[CH2:14][CH2:13][NH:12][CH2:11][C:10]2=[O:15])=[CH:6][CH:5]=1)#[N:3].C(N(CC)CC)C.Cl[CH2:26][CH2:27][S:28](Cl)(=[O:30])=[O:29], predict the reaction product. The product is: [C:2]([C:4]1[CH:5]=[CH:6][C:7]([CH2:8][N:9]2[CH2:14][CH2:13][N:12]([S:28]([CH:27]=[CH2:26])(=[O:30])=[O:29])[CH2:11][C:10]2=[O:15])=[CH:16][CH:17]=1)#[N:3]. (2) The product is: [CH2:7]([N:14]1[C:23]2[C:18](=[C:19]([C:24]3[CH:29]=[CH:28][C:27]([CH3:30])=[CH:26][C:25]=3[CH3:31])[CH:20]=[CH:21][CH:22]=2)[C:17](=[O:32])[C:16]([CH:33]=[CH2:1])=[N:15]1)[C:8]1[CH:9]=[CH:10][CH:11]=[CH:12][CH:13]=1. Given the reactants [CH3:1]C(C)([O-])C.[K+].[CH2:7]([N:14]1[C:23]2[C:18](=[C:19]([C:24]3[CH:29]=[CH:28][C:27]([CH3:30])=[CH:26][C:25]=3[CH3:31])[CH:20]=[CH:21][CH:22]=2)[C:17](=[O:32])[C:16]([CH:33]=O)=[N:15]1)[C:8]1[CH:13]=[CH:12][CH:11]=[CH:10][CH:9]=1, predict the reaction product. (3) Given the reactants [Br:1][C:2]1[CH:3]=[CH:4][C:5]2[N:9]=[C:8](C(Cl)(Cl)Cl)[N:7]([C:14]3[CH:19]=[CH:18][N:17]=[C:16]([NH2:20])[N:15]=3)[C:6]=2[CH:21]=1.C(=O)([O-])[O-].[Cs+].[Cs+].[CH2:28]([OH:33])[CH:29]([OH:32])[CH2:30][OH:31], predict the reaction product. The product is: [NH2:20][C:16]1[N:15]=[C:14]([N:7]2[C:6]3[CH:21]=[C:2]([Br:1])[CH:3]=[CH:4][C:5]=3[N:9]=[C:8]2[O:33][CH2:28][CH:29]([OH:32])[CH2:30][OH:31])[CH:19]=[CH:18][N:17]=1. (4) Given the reactants [CH2:1]([O:4][C:5]1[CH:10]=[CH:9][C:8]([N+:11]([O-:13])=[O:12])=[C:7](F)[CH:6]=1)[CH:2]=[CH2:3].[CH3:15][NH2:16], predict the reaction product. The product is: [CH2:1]([O:4][C:5]1[CH:10]=[CH:9][C:8]([N+:11]([O-:13])=[O:12])=[C:7]([CH:6]=1)[NH:16][CH3:15])[CH:2]=[CH2:3]. (5) The product is: [C:48]([N:16]1[C:17]2[C:13](=[CH:12][CH:11]=[C:10]([S:7]([NH:6][C:35]3[S:39][N:38]=[CH:37][N:36]=3)(=[O:9])=[O:8])[CH:18]=2)[C:14]([C:19]2[CH:24]=[CH:23][C:22]([C:25]([F:28])([F:27])[F:26])=[CH:21][C:20]=2[C:29]2[N:33]([CH3:34])[N:32]=[CH:31][CH:30]=2)=[CH:15]1)(=[O:50])[CH3:49]. Given the reactants COC1C=C(OC)C=CC=1C[N:6]([C:35]1[S:39][N:38]=[CH:37][N:36]=1)[S:7]([C:10]1[CH:18]=[C:17]2[C:13]([C:14]([C:19]3[CH:24]=[CH:23][C:22]([C:25]([F:28])([F:27])[F:26])=[CH:21][C:20]=3[C:29]3[N:33]([CH3:34])[N:32]=[CH:31][CH:30]=3)=[CH:15][NH:16]2)=[CH:12][CH:11]=1)(=[O:9])=[O:8].[H-].[Na+].[C:48](OC(=O)C)(=[O:50])[CH3:49].C(Cl)(=O)C, predict the reaction product. (6) Given the reactants [CH2:1]([S:3](Cl)(=[O:5])=[O:4])[CH3:2].C(OC([N:14](C(OC(C)(C)C)=O)[C:15]1[C:16]([C:27]2[N:28](C(OC(C)(C)C)=O)[C:29]3[C:34]([CH:35]=2)=[CH:33][CH:32]=[CH:31][CH:30]=3)=[N:17][C:18]([N:21]2[CH2:26][CH2:25][NH:24][CH2:23][CH2:22]2)=[CH:19][N:20]=1)=O)(C)(C)C.C(N(CC)CC)C.Cl.O1CCOCC1, predict the reaction product. The product is: [CH2:1]([S:3]([N:24]1[CH2:23][CH2:22][N:21]([C:18]2[N:17]=[C:16]([C:27]3[NH:28][C:29]4[C:34]([CH:35]=3)=[CH:33][CH:32]=[CH:31][CH:30]=4)[C:15]([NH2:14])=[N:20][CH:19]=2)[CH2:26][CH2:25]1)(=[O:5])=[O:4])[CH3:2].